From a dataset of NCI-60 drug combinations with 297,098 pairs across 59 cell lines. Regression. Given two drug SMILES strings and cell line genomic features, predict the synergy score measuring deviation from expected non-interaction effect. Drug 1: CCCCCOC(=O)NC1=NC(=O)N(C=C1F)C2C(C(C(O2)C)O)O. Drug 2: CC1=C2C(C(=O)C3(C(CC4C(C3C(C(C2(C)C)(CC1OC(=O)C(C(C5=CC=CC=C5)NC(=O)C6=CC=CC=C6)O)O)OC(=O)C7=CC=CC=C7)(CO4)OC(=O)C)O)C)OC(=O)C. Cell line: SF-295. Synergy scores: CSS=1.92, Synergy_ZIP=2.32, Synergy_Bliss=4.84, Synergy_Loewe=0.0522, Synergy_HSA=0.101.